The task is: Predict the reaction yield, written as a fraction of the theoretical maximum amount of product (1.0 means a 100% yield; for example, 0.34 means a 34% yield).. This data is from Reaction yield outcomes from USPTO patents with 853,638 reactions. The reactants are [Na].[OH:2][C:3]1[CH:4]=[N:5][CH:6]=[CH:7][CH:8]=1.Br[CH2:10][CH2:11][O:12][C:13](=[O:15])[CH3:14]. The catalyst is CN(C=O)C. The product is [CH2:11]([O:12][C:13](=[O:15])[CH2:14][O:2][C:3]1[CH:4]=[N:5][CH:6]=[CH:7][CH:8]=1)[CH3:10]. The yield is 0.700.